The task is: Predict the reaction yield, written as a fraction of the theoretical maximum amount of product (1.0 means a 100% yield; for example, 0.34 means a 34% yield).. This data is from Reaction yield outcomes from USPTO patents with 853,638 reactions. (1) No catalyst specified. The yield is 0.870. The reactants are C[O:2][C:3]([C:5]1[S:6][C:7]2[CH:8]([N:25]([CH3:27])[CH3:26])[CH2:9][O:10][C:11]3[CH:18]=[CH:17][C:16]([C:19]#[C:20][C:21]([OH:24])([CH3:23])[CH3:22])=[CH:15][C:12]=3[C:13]=2[N:14]=1)=O.CO.[NH3:30]. The product is [CH3:27][N:25]([CH3:26])[CH:8]1[C:7]2[S:6][C:5]([C:3]([NH2:30])=[O:2])=[N:14][C:13]=2[C:12]2[CH:15]=[C:16]([C:19]#[C:20][C:21]([OH:24])([CH3:23])[CH3:22])[CH:17]=[CH:18][C:11]=2[O:10][CH2:9]1. (2) The reactants are [CH2:1]([O:8][C:9]1[C:10]([C:29](O)=[O:30])=[N:11][C:12]([CH2:16][C:17]2([C:22]3[CH:27]=[CH:26][C:25]([Cl:28])=[CH:24][CH:23]=3)[CH2:21][CH2:20][CH2:19][CH2:18]2)=[N:13][C:14]=1[OH:15])[C:2]1[CH:7]=[CH:6][CH:5]=[CH:4][CH:3]=1.[Si:32]([O:39][CH2:40][CH2:41][NH:42][CH:43]([C:45]1[CH:50]=[CH:49][CH:48]=[CH:47][CH:46]=1)[CH3:44])([C:35]([CH3:38])([CH3:37])[CH3:36])([CH3:34])[CH3:33].O=P(Cl)(Cl)Cl.C(O)CO.C(=O)=O. The catalyst is N1C=CC=CC=1. The product is [CH2:1]([O:8][C:9]1[C:10]([C:29]([N:42]([CH2:41][CH2:40][O:39][Si:32]([C:35]([CH3:36])([CH3:38])[CH3:37])([CH3:34])[CH3:33])[CH:43]([C:45]2[CH:50]=[CH:49][CH:48]=[CH:47][CH:46]=2)[CH3:44])=[O:30])=[N:11][C:12]([CH2:16][C:17]2([C:22]3[CH:23]=[CH:24][C:25]([Cl:28])=[CH:26][CH:27]=3)[CH2:21][CH2:20][CH2:19][CH2:18]2)=[N:13][C:14]=1[OH:15])[C:2]1[CH:3]=[CH:4][CH:5]=[CH:6][CH:7]=1. The yield is 0.811.